Predict which catalyst facilitates the given reaction. From a dataset of Catalyst prediction with 721,799 reactions and 888 catalyst types from USPTO. (1) Reactant: Br[C:2]1[CH:3]=[C:4]([CH:19]=[C:20]([F:22])[CH:21]=1)[O:5][CH:6]1[CH2:11][CH2:10][N:9]([C:12]([O:14][C:15]([CH3:18])([CH3:17])[CH3:16])=[O:13])[CH2:8][CH2:7]1.C([Li])CCC.CCCCCC.CN(C)[CH:36]=[O:37]. Product: [F:22][C:20]1[CH:19]=[C:4]([CH:3]=[C:2]([CH:36]=[O:37])[CH:21]=1)[O:5][CH:6]1[CH2:11][CH2:10][N:9]([C:12]([O:14][C:15]([CH3:18])([CH3:17])[CH3:16])=[O:13])[CH2:8][CH2:7]1. The catalyst class is: 1. (2) Reactant: [C:1]1([CH3:13])[CH:6]=[CH:5][C:4]([N:7]2[CH2:12][CH2:11][NH:10][CH2:9][CH2:8]2)=[CH:3][CH:2]=1.CCN(C(C)C)C(C)C.Br[C:24]1[N:29]=[C:28](/[CH:30]=[C:31]2/[C:32](=[O:37])[NH:33][C:34](=[O:36])[S:35]/2)[CH:27]=[CH:26][CH:25]=1. Product: [C:1]1([CH3:13])[CH:2]=[CH:3][C:4]([N:7]2[CH2:8][CH2:9][N:10]([C:24]3[N:29]=[C:28](/[CH:30]=[C:31]4/[C:32](=[O:37])[NH:33][C:34](=[O:36])[S:35]/4)[CH:27]=[CH:26][CH:25]=3)[CH2:11][CH2:12]2)=[CH:5][CH:6]=1. The catalyst class is: 16. (3) Reactant: [Cl:1][C:2]1[CH:7]=[CH:6][C:5]([C:8]2[N:9]([C:22]3[CH:27]=[CH:26][C:25]([S:28]([CH3:31])(=[O:30])=[O:29])=[CH:24][CH:23]=3)[CH:10]=[C:11]([CH2:13][O:14]C3C=CC(C)=CC=3)[N:12]=2)=[CH:4][CH:3]=1.[CH3:32]O. Product: [Cl:1][C:2]1[CH:3]=[CH:4][C:5]([C:8]2[N:9]([C:22]3[CH:27]=[CH:26][C:25]([S:28]([CH3:31])(=[O:30])=[O:29])=[CH:24][CH:23]=3)[CH:10]=[C:11]([C:13](=[O:14])[CH3:32])[N:12]=2)=[CH:6][CH:7]=1. The catalyst class is: 74. (4) Reactant: Cl[C:2]1[N:3]=[C:4]([Cl:20])[C:5]2[CH2:10][CH2:9][N:8]([CH2:11][C:12]3[CH:17]=[CH:16][C:15]([O:18][CH3:19])=[CH:14][CH:13]=3)[C:6]=2[N:7]=1.[O:21]1[CH2:26][CH2:25][N:24]([C:27]2[C:32]3[O:33][CH2:34][CH2:35][O:36][C:31]=3[C:30]([NH2:37])=[CH:29][CH:28]=2)[CH2:23][CH2:22]1.CC(C)([O-])C.[Na+]. Product: [Cl:20][C:4]1[C:5]2[CH2:10][CH2:9][N:8]([CH2:11][C:12]3[CH:17]=[CH:16][C:15]([O:18][CH3:19])=[CH:14][CH:13]=3)[C:6]=2[N:7]=[C:2]([NH:37][C:30]2[C:31]3[O:36][CH2:35][CH2:34][O:33][C:32]=3[C:27]([N:24]3[CH2:25][CH2:26][O:21][CH2:22][CH2:23]3)=[CH:28][CH:29]=2)[N:3]=1. The catalyst class is: 110. (5) Reactant: C([C:8]([NH2:12])([OH:11])[CH2:9][CH3:10])(OC(C)(C)C)=O.[CH:13]1[CH:14]=[CH:15][C:16]([C:19]2[CH:20]=[CH:21][C:22]([C:25]([CH2:27][CH2:28][C:29]([OH:31])=[O:30])=[O:26])=[CH:23][CH:24]=2)=[CH:17][CH:18]=1.C(OC(=O)C)C.[ClH:38].C(OCC)C. Product: [NH2:12][CH:8]([OH:11])[CH2:9][CH3:10].[CH:13]1[CH:18]=[CH:17][C:16]([C:19]2[CH:20]=[CH:21][C:22]([C:25]([CH2:27][CH2:28][C:29]([OH:31])=[O:30])=[O:26])=[CH:23][CH:24]=2)=[CH:15][CH:14]=1.[ClH:38]. The catalyst class is: 4. (6) Reactant: [Si:1]([O:8][CH:9]1[CH2:13][N:12](C(OC(C)(C)C)=O)[C@@H:11]([C:21]2[CH:26]=[C:25]([F:27])[CH:24]=[CH:23][C:22]=2[O:28][CH3:29])[CH2:10]1)([C:4]([CH3:7])([CH3:6])[CH3:5])([CH3:3])[CH3:2].[C:30]([OH:36])([C:32]([F:35])([F:34])[F:33])=[O:31]. Product: [F:33][C:32]([F:35])([F:34])[C:30]([OH:36])=[O:31].[Si:1]([O:8][CH:9]1[CH2:13][NH:12][C@@H:11]([C:21]2[CH:26]=[C:25]([F:27])[CH:24]=[CH:23][C:22]=2[O:28][CH3:29])[CH2:10]1)([C:4]([CH3:7])([CH3:6])[CH3:5])([CH3:2])[CH3:3]. The catalyst class is: 2. (7) Reactant: Br[C:2]1[C:3]2[N:12]([CH:13]3[CH2:17][CH2:16][CH2:15][CH2:14]3)[N:11]=[C:10]([C:18]3[CH:19]=[C:20]([C:23]([NH2:25])=[O:24])[S:21][CH:22]=3)[C:4]=2[C:5]([O:8][CH3:9])=[N:6][CH:7]=1.C[C:27]([N:29](C)C)=O. Product: [C:27]([C:2]1[C:3]2[N:12]([CH:13]3[CH2:17][CH2:16][CH2:15][CH2:14]3)[N:11]=[C:10]([C:18]3[CH:19]=[C:20]([C:23]([NH2:25])=[O:24])[S:21][CH:22]=3)[C:4]=2[C:5]([O:8][CH3:9])=[N:6][CH:7]=1)#[N:29]. The catalyst class is: 267. (8) Reactant: CO[CH:3]=[CH:4][C:5]1[CH:10]=[CH:9][CH:8]=[CH:7][N:6]=1.[S:11](=O)(=O)(O)O.N1CCOCC1.[C:22]([CH2:24][C:25]([NH2:27])=[O:26])#[N:23].[S]. Product: [NH2:23][C:22]1[S:11][C:4]([C:5]2[CH:10]=[CH:9][CH:8]=[CH:7][N:6]=2)=[CH:3][C:24]=1[C:25]([NH2:27])=[O:26]. The catalyst class is: 40. (9) Reactant: [OH:1][C:2]1[CH:3]=[CH:4][C:5]2[S:9][C:8]([S:10][CH3:11])=[N:7][C:6]=2[CH:12]=1.Br[CH2:14][CH2:15][Cl:16].C([O-])([O-])=O.[K+].[K+]. The catalyst class is: 3. Product: [Cl:16][CH2:15][CH2:14][O:1][C:2]1[CH:3]=[CH:4][C:5]2[S:9][C:8]([S:10][CH3:11])=[N:7][C:6]=2[CH:12]=1. (10) Reactant: [C:1]([C:3]1[CH:4]=[N:5][C:6]2[C:11]([CH:12]=1)=[CH:10][C:9]([CH2:13][C:14]1[CH:15]=[C:16]([CH:21]=[CH:22][N:23]=1)[C:17]([O:19]C)=[O:18])=[CH:8][CH:7]=2)#[N:2].O[Li].O.Cl. Product: [C:1]([C:3]1[CH:4]=[N:5][C:6]2[C:11]([CH:12]=1)=[CH:10][C:9]([CH2:13][C:14]1[CH:15]=[C:16]([CH:21]=[CH:22][N:23]=1)[C:17]([OH:19])=[O:18])=[CH:8][CH:7]=2)#[N:2]. The catalyst class is: 20.